Dataset: Catalyst prediction with 721,799 reactions and 888 catalyst types from USPTO. Task: Predict which catalyst facilitates the given reaction. (1) Reactant: [NH3:1].C1COCC1.Cl[C:8]1[C:9]2[N:10]([C:14]([CH:18]3[CH2:21][CH:20]([N:22]4[CH2:27][CH2:26][N:25]([CH3:28])[CH2:24][CH2:23]4)[CH2:19]3)=[N:15][C:16]=2[I:17])[CH:11]=[CH:12][N:13]=1. Product: [I:17][C:16]1[N:15]=[C:14]([CH:18]2[CH2:21][CH:20]([N:22]3[CH2:27][CH2:26][N:25]([CH3:28])[CH2:24][CH2:23]3)[CH2:19]2)[N:10]2[CH:11]=[CH:12][N:13]=[C:8]([NH2:1])[C:9]=12. The catalyst class is: 32. (2) Reactant: [CH2:1]([N:4]([CH2:23][CH2:24][CH3:25])[C:5]([C:7]1[CH:8]=[C:9]([CH:14]=[C:15]([C:17]2[N:21]=[C:20]([CH3:22])[O:19][N:18]=2)[CH:16]=1)[C:10]([O:12]C)=[O:11])=[O:6])[CH2:2][CH3:3].[I-].[Li+]. Product: [CH2:23]([N:4]([CH2:1][CH2:2][CH3:3])[C:5]([C:7]1[CH:8]=[C:9]([CH:14]=[C:15]([C:17]2[N:21]=[C:20]([CH3:22])[O:19][N:18]=2)[CH:16]=1)[C:10]([OH:12])=[O:11])=[O:6])[CH2:24][CH3:25]. The catalyst class is: 17. (3) Reactant: [OH:1][NH:2][C:3]([CH2:5][CH:6]([N:21]1[C:29](=[O:30])[C:28]2[C:23](=[CH:24][CH:25]=[CH:26][C:27]=2[NH:31][C:32](=[O:34])[CH3:33])[C:22]1=[O:35])[C:7]1[CH:12]=[CH:11][C:10]([O:13][CH3:14])=[C:9]([O:15][CH:16]2[CH2:20][CH2:19][CH2:18][CH2:17]2)[CH:8]=1)=[O:4].[C:36](OC(=O)C)(=[O:38])[CH3:37]. Product: [C:36]([O:1][NH:2][C:3](=[O:4])[CH2:5][CH:6]([N:21]1[C:29](=[O:30])[C:28]2[C:23](=[CH:24][CH:25]=[CH:26][C:27]=2[NH:31][C:32](=[O:34])[CH3:33])[C:22]1=[O:35])[C:7]1[CH:12]=[CH:11][C:10]([O:13][CH3:14])=[C:9]([O:15][CH:16]2[CH2:20][CH2:19][CH2:18][CH2:17]2)[CH:8]=1)(=[O:38])[CH3:37]. The catalyst class is: 10. (4) Reactant: C([N:8]1[CH2:13][CH2:12][C@H:11]([NH:14][S:15]([CH2:18][CH3:19])(=[O:17])=[O:16])[C@H:10]([CH2:20][O:21][C:22]2[CH:27]=[CH:26][C:25]([CH:28]([CH3:30])[CH3:29])=[CH:24][CH:23]=2)[CH2:9]1)C1C=CC=CC=1.[ClH:31].CO. Product: [ClH:31].[CH3:29][CH:28]([C:25]1[CH:24]=[CH:23][C:22]([O:21][CH2:20][C@H:10]2[C@@H:11]([NH:14][S:15]([CH2:18][CH3:19])(=[O:16])=[O:17])[CH2:12][CH2:13][NH:8][CH2:9]2)=[CH:27][CH:26]=1)[CH3:30]. The catalyst class is: 352. (5) Reactant: CCCC[N+](CCCC)(CCCC)CCCC.[F-].[N:19]1[CH:24]=[CH:23][C:22]([C:25]([OH:39])([C:27]#[C:28][Si](C(C)C)(C(C)C)C(C)C)[CH3:26])=[N:21][CH:20]=1. Product: [N:19]1[CH:24]=[CH:23][C:22]([C:25]([OH:39])([C:27]#[CH:28])[CH3:26])=[N:21][CH:20]=1. The catalyst class is: 1. (6) Reactant: S(=O)(=O)(O)O.[OH2:6].[CH2:7]([N:14]1[CH:19]2[CH2:20][CH2:21][CH:15]1[CH2:16][C:17]([C:24]1[CH:29]=[CH:28][CH:27]=[CH:26][CH:25]=1)([C:22]#N)[CH2:18]2)[C:8]1[CH:13]=[CH:12][CH:11]=[CH:10][CH:9]=1.[OH-:30].[Na+]. Product: [CH2:7]([N:14]1[CH:19]2[CH2:20][CH2:21][CH:15]1[CH2:16][C:17]([C:24]1[CH:29]=[CH:28][CH:27]=[CH:26][CH:25]=1)([C:22]([OH:30])=[O:6])[CH2:18]2)[C:8]1[CH:13]=[CH:12][CH:11]=[CH:10][CH:9]=1. The catalyst class is: 8. (7) Reactant: [Si:1]([O:8][CH2:9][C@@H:10]1[C@:15]([C@H:17]2[CH2:25][CH2:24][C@@:23]3([CH3:26])[C@@H:19]([CH2:20][CH2:21][C:22]3=[CH2:27])[C@@H:18]2[CH2:28][O:29][Si:30]([C:33]([CH3:36])([CH3:35])[CH3:34])([CH3:32])[CH3:31])([CH3:16])[CH2:14][CH2:13][C@H:12]([OH:37])[CH2:11]1)([C:4]([CH3:7])([CH3:6])[CH3:5])([CH3:3])[CH3:2].N1C=CN=C1.[CH3:43][C:44]([Si:47](Cl)([C:54]1[CH:59]=[CH:58][CH:57]=[CH:56][CH:55]=1)[C:48]1[CH:53]=[CH:52][CH:51]=[CH:50][CH:49]=1)([CH3:46])[CH3:45]. Product: [C:44]([Si:47]([O:37][C@H:12]1[CH2:13][CH2:14][C@@:15]([C@H:17]2[CH2:25][CH2:24][C@@:23]3([CH3:26])[C@@H:19]([CH2:20][CH2:21][C:22]3=[CH2:27])[C@@H:18]2[CH2:28][O:29][Si:30]([C:33]([CH3:36])([CH3:35])[CH3:34])([CH3:32])[CH3:31])([CH3:16])[C@@H:10]([CH2:9][O:8][Si:1]([C:4]([CH3:7])([CH3:6])[CH3:5])([CH3:3])[CH3:2])[CH2:11]1)([C:54]1[CH:59]=[CH:58][CH:57]=[CH:56][CH:55]=1)[C:48]1[CH:49]=[CH:50][CH:51]=[CH:52][CH:53]=1)([CH3:46])([CH3:43])[CH3:45]. The catalyst class is: 215.